Dataset: Forward reaction prediction with 1.9M reactions from USPTO patents (1976-2016). Task: Predict the product of the given reaction. (1) Given the reactants [CH2:1]([NH:8][C:9]([C:11]1[S:15][C:14]([NH2:16])=[N:13][C:12]=1[CH3:17])=[O:10])[C:2]1[CH:7]=[CH:6][CH:5]=[CH:4][CH:3]=1.C(N(C(C)C)CC)(C)C.[CH2:27]([C:34]1[CH:42]=[CH:41][C:37]([C:38](O)=[O:39])=[CH:36][CH:35]=1)[C:28]1[CH:33]=[CH:32][CH:31]=[CH:30][CH:29]=1.F[P-](F)(F)(F)(F)F.C[N+](C)=C(N(C)C)ON1C2N=CC=CC=2N=N1, predict the reaction product. The product is: [CH2:1]([NH:8][C:9]([C:11]1[S:15][C:14]([NH:16][C:38](=[O:39])[C:37]2[CH:36]=[CH:35][C:34]([CH2:27][C:28]3[CH:29]=[CH:30][CH:31]=[CH:32][CH:33]=3)=[CH:42][CH:41]=2)=[N:13][C:12]=1[CH3:17])=[O:10])[C:2]1[CH:7]=[CH:6][CH:5]=[CH:4][CH:3]=1. (2) Given the reactants C(OC([N:8]1[CH2:13][CH2:12][N:11]([C:14]2[CH:15]=[N:16][C:17]([NH:20][C:21]3[N:22]=[CH:23][C:24]4[C:30]([CH3:31])=[C:29]([Br:32])[C:28](=[O:33])[N:27]([CH:34]5[CH2:38][CH2:37][CH2:36][CH2:35]5)[C:25]=4[N:26]=3)=[CH:18][CH:19]=2)[CH2:10][CH2:9]1)=O)(C)(C)C.CO.Cl, predict the reaction product. The product is: [Br:32][C:29]1[C:28](=[O:33])[N:27]([CH:34]2[CH2:38][CH2:37][CH2:36][CH2:35]2)[C:25]2[N:26]=[C:21]([NH:20][C:17]3[CH:18]=[CH:19][C:14]([N:11]4[CH2:12][CH2:13][NH:8][CH2:9][CH2:10]4)=[CH:15][N:16]=3)[N:22]=[CH:23][C:24]=2[C:30]=1[CH3:31]. (3) Given the reactants Cl[C:2]1[CH:11]=[N:10][C:9]2[C:4](=[CH:5][C:6]([O:12][CH3:13])=[CH:7][CH:8]=2)[N:3]=1.C(O[C:19](=[O:37])[NH:20][CH:21]1[CH2:26][CH2:25][N:24]([CH2:27][CH:28]([SH:36])[CH2:29][N:30]2[CH2:35][CH2:34][O:33][CH2:32][CH2:31]2)[CH2:23][CH2:22]1)(C)(C)C.[O:38]=[C:39]1[NH:44][C:43]2[CH:45]=[C:46](C(O)=O)[CH:47]=[CH:48][C:42]=2[S:41][CH2:40]1, predict the reaction product. The product is: [CH3:13][O:12][C:6]1[CH:5]=[C:4]2[C:9]([N:10]=[CH:11][C:2]([S:36][CH:28]([CH2:29][N:30]3[CH2:31][CH2:32][O:33][CH2:34][CH2:35]3)[CH2:27][N:24]3[CH2:23][CH2:22][CH:21]([NH:20][C:19]([C:46]4[CH:47]=[CH:48][C:42]5[S:41][CH2:40][C:39](=[O:38])[NH:44][C:43]=5[CH:45]=4)=[O:37])[CH2:26][CH2:25]3)=[N:3]2)=[CH:8][CH:7]=1. (4) Given the reactants [C:1]([C:3]1[C:12]2[C:7](=[CH:8][CH:9]=[C:10]([O:13][C:14]3[CH:19]=[CH:18][CH:17]=[CH:16][CH:15]=3)[CH:11]=2)[C:6]([OH:20])=[C:5]([C:21](OC)=[O:22])[N:4]=1)#[N:2].[CH3:25][O:26][C:27](=[O:33])[CH:28]([CH2:31][NH2:32])[CH2:29][CH3:30], predict the reaction product. The product is: [CH3:25][O:26][C:27](=[O:33])[CH:28]([CH2:31][NH:32][C:21]([C:5]1[N:4]=[C:3]([C:1]#[N:2])[C:12]2[C:7]([C:6]=1[OH:20])=[CH:8][CH:9]=[C:10]([O:13][C:14]1[CH:19]=[CH:18][CH:17]=[CH:16][CH:15]=1)[CH:11]=2)=[O:22])[CH2:29][CH3:30]. (5) Given the reactants C[O:2][C:3](=[O:27])[CH:4]([C:11]1[CH:16]=[CH:15][C:14]([C:17]2[C:26]3[C:21](=[CH:22][CH:23]=[CH:24][CH:25]=3)[CH:20]=[CH:19][CH:18]=2)=[CH:13][CH:12]=1)[CH2:5][CH:6]1[CH2:10][CH2:9][CH2:8][CH2:7]1.[OH-].[Li+], predict the reaction product. The product is: [CH:6]1([CH2:5][CH:4]([C:11]2[CH:12]=[CH:13][C:14]([C:17]3[C:26]4[C:21](=[CH:22][CH:23]=[CH:24][CH:25]=4)[CH:20]=[CH:19][CH:18]=3)=[CH:15][CH:16]=2)[C:3]([OH:27])=[O:2])[CH2:10][CH2:9][CH2:8][CH2:7]1.